Dataset: Forward reaction prediction with 1.9M reactions from USPTO patents (1976-2016). Task: Predict the product of the given reaction. (1) Given the reactants [NH3:1].[CH2:2]([O:9][C:10]1[CH:15]=[CH:14][C:13]([N:16]2[C:22](=[O:23])[C:21]3[C:24](Cl)=[N:25][CH:26]=[N:27][C:20]=3[O:19][C@H:18]([CH3:29])[CH2:17]2)=[CH:12][CH:11]=1)[C:3]1[CH:8]=[CH:7][CH:6]=[CH:5][CH:4]=1, predict the reaction product. The product is: [NH2:1][C:24]1[C:21]2[C:22](=[O:23])[N:16]([C:13]3[CH:14]=[CH:15][C:10]([O:9][CH2:2][C:3]4[CH:8]=[CH:7][CH:6]=[CH:5][CH:4]=4)=[CH:11][CH:12]=3)[CH2:17][C@@H:18]([CH3:29])[O:19][C:20]=2[N:27]=[CH:26][N:25]=1. (2) Given the reactants [Si]([O:18][C@@H:19]1[CH2:36][CH2:35][C@@:34]2([CH3:37])[C@@H:21]([CH2:22][CH2:23][C@@H:24]3[C@@H:33]2[CH2:32][CH2:31][C@@:29]2([CH3:30])[C@H:25]3[CH2:26][CH2:27][C@@H:28]2[C:38]#[C:39][CH:40]([OH:42])[CH3:41])[CH2:20]1)(C(C)(C)C)(C1C=CC=CC=1)C1C=CC=CC=1.[NH4+].[Cl-], predict the reaction product. The product is: [OH:42][CH:40]([CH3:41])[C:39]#[C:38][C@H:28]1[CH2:27][CH2:26][C@H:25]2[C@H:24]3[C@H:33]([CH2:32][CH2:31][C@:29]12[CH3:30])[C@:34]1([CH3:37])[C@H:21]([CH2:20][C@H:19]([OH:18])[CH2:36][CH2:35]1)[CH2:22][CH2:23]3. (3) Given the reactants [F:1][C:2]([F:19])([F:18])[C:3]1[C:12]([C:13]([O:15][CH2:16][CH3:17])=[O:14])=[CH:11][C:10]2[C:5](=[N:6][CH:7]=[CH:8][CH:9]=2)[N:4]=1.S(=O)(=O)(O)O.[C:25](O)(=O)[C:26](C)=[O:27].S(OOS([O-])(=O)=O)([O-])(=O)=O.[NH4+].[NH4+], predict the reaction product. The product is: [C:26]([C:7]1[N:6]=[C:5]2[C:10]([CH:11]=[C:12]([C:13]([O:15][CH2:16][CH3:17])=[O:14])[C:3]([C:2]([F:1])([F:18])[F:19])=[N:4]2)=[CH:9][CH:8]=1)(=[O:27])[CH3:25].